Dataset: Reaction yield outcomes from USPTO patents with 853,638 reactions. Task: Predict the reaction yield, written as a fraction of the theoretical maximum amount of product (1.0 means a 100% yield; for example, 0.34 means a 34% yield). (1) The reactants are [F:1][C:2]1[CH:7]=[CH:6][C:5]([NH:8][C:9]([C:11]2([C:14]([OH:16])=O)[CH2:13][CH2:12]2)=[O:10])=[CH:4][CH:3]=1.F[P-](F)(F)(F)(F)F.N1(O[P+](N(C)C)(N(C)C)N(C)C)C2C=CC=CC=2N=N1.Cl.[NH2:45][C:46]1[CH:51]=[CH:50][C:49]([OH:52])=[CH:48][C:47]=1[F:53]. The catalyst is C(N(CC)CC)C. The product is [F:1][C:2]1[CH:3]=[CH:4][C:5]([NH:8][C:9]([C:11]2([C:14]([NH:45][C:46]3[CH:51]=[CH:50][C:49]([OH:52])=[CH:48][C:47]=3[F:53])=[O:16])[CH2:12][CH2:13]2)=[O:10])=[CH:6][CH:7]=1. The yield is 0.390. (2) The reactants are [OH:1][C:2]1[CH:9]=[C:8]([CH3:10])[CH:7]=[CH:6][C:3]=1[C:4]#[N:5].[C:11](OC(=O)C)(=[O:13])[CH3:12].C(N(CC)CC)C. The catalyst is C(Cl)Cl. The yield is 0.970. The product is [C:11]([O:1][C:2]1[CH:9]=[C:8]([CH3:10])[CH:7]=[CH:6][C:3]=1[C:4]#[N:5])(=[O:13])[CH3:12]. (3) The catalyst is CC(C)=O. The reactants are O1[C:5]2([CH2:10][CH2:9][CH:8]([N:11]3[C:15]4=[N:16][CH:17]=[N:18][C:19]([NH2:20])=[C:14]4[C:13]([C:21]4[CH:26]=[CH:25][C:24]([O:27][C:28]5[CH:33]=[CH:32][CH:31]=[CH:30][CH:29]=5)=[CH:23][CH:22]=4)=[N:12]3)[CH2:7][CH2:6]2)[O:4]CC1.Cl. The yield is 0.900. The product is [NH2:20][C:19]1[N:18]=[CH:17][N:16]=[C:15]2[N:11]([CH:8]3[CH2:7][CH2:6][C:5](=[O:4])[CH2:10][CH2:9]3)[N:12]=[C:13]([C:21]3[CH:22]=[CH:23][C:24]([O:27][C:28]4[CH:33]=[CH:32][CH:31]=[CH:30][CH:29]=4)=[CH:25][CH:26]=3)[C:14]=12. (4) The reactants are I[C:2]1[CH:7]=[CH:6][CH:5]=[CH:4][N:3]=1.[CH2:8]([N:12]1[CH2:20][C:19]2[C:14](=[CH:15][CH:16]=[CH:17][CH:18]=2)[C:13]1=[O:21])[CH2:9][C:10]#[CH:11]. No catalyst specified. The product is [N:3]1[CH:4]=[CH:5][CH:6]=[CH:7][C:2]=1[C:11]#[C:10][CH2:9][CH2:8][N:12]1[CH2:20][C:19]2[C:14](=[CH:15][CH:16]=[CH:17][CH:18]=2)[C:13]1=[O:21]. The yield is 0.370.